This data is from Catalyst prediction with 721,799 reactions and 888 catalyst types from USPTO. The task is: Predict which catalyst facilitates the given reaction. (1) Reactant: [CH3:1][N:2]([CH3:17])[C:3]([N:5]1[CH2:11][CH2:10][C:9]2[CH:12]=[C:13]([NH2:16])[CH:14]=[CH:15][C:8]=2[CH2:7][CH2:6]1)=[O:4].Cl[C:19]1[N:24]=[C:23]([NH:25][C:26]2[CH:35]=[CH:34][CH:33]=[CH:32][C:27]=2[C:28]([NH:30][CH3:31])=[O:29])[C:22]([Cl:36])=[CH:21][N:20]=1.Cl.O1CCOCC1. Product: [CH3:1][N:2]([CH3:17])[C:3]([N:5]1[CH2:11][CH2:10][C:9]2[CH:12]=[C:13]([NH:16][C:19]3[N:24]=[C:23]([NH:25][C:26]4[CH:35]=[CH:34][CH:33]=[CH:32][C:27]=4[C:28](=[O:29])[NH:30][CH3:31])[C:22]([Cl:36])=[CH:21][N:20]=3)[CH:14]=[CH:15][C:8]=2[CH2:7][CH2:6]1)=[O:4]. The catalyst class is: 41. (2) Reactant: [CH2:1]([C@@:4]1([C:20]2[CH:25]=[CH:24][C:23]([F:26])=[CH:22][CH:21]=2)[O:9][C:8](=[O:10])[N:7]([C@H:11]([C:13]2[CH:18]=[CH:17][C:16]([Br:19])=[CH:15][CH:14]=2)[CH3:12])[CH2:6][CH2:5]1)[CH:2]=[CH2:3].B.C1C[O:31]CC1. Product: [Br:19][C:16]1[CH:17]=[CH:18][C:13]([C@@H:11]([N:7]2[CH2:6][CH2:5][C@@:4]([C:20]3[CH:21]=[CH:22][C:23]([F:26])=[CH:24][CH:25]=3)([CH2:1][CH2:2][CH2:3][OH:31])[O:9][C:8]2=[O:10])[CH3:12])=[CH:14][CH:15]=1. The catalyst class is: 1.